Dataset: Catalyst prediction with 721,799 reactions and 888 catalyst types from USPTO. Task: Predict which catalyst facilitates the given reaction. Reactant: [CH:1]1([N:5]2[CH2:11][CH2:10][C:9]3[CH:12]=[CH:13][C:14]([O:16][C:17]4[CH:25]=[CH:24][C:20]([C:21](O)=[O:22])=[CH:19][C:18]=4[F:26])=[CH:15][C:8]=3[CH2:7][CH2:6]2)[CH2:4][CH2:3][CH2:2]1.F[P-](F)(F)(F)(F)F.[N:34]1(OC(N(C)C)=[N+](C)C)[C:38]2N=CC=CC=2N=N1.C(N(C(C)C)CC)(C)C.CN. Product: [CH:1]1([N:5]2[CH2:11][CH2:10][C:9]3[CH:12]=[CH:13][C:14]([O:16][C:17]4[CH:25]=[CH:24][C:20]([C:21]([NH:34][CH3:38])=[O:22])=[CH:19][C:18]=4[F:26])=[CH:15][C:8]=3[CH2:7][CH2:6]2)[CH2:4][CH2:3][CH2:2]1. The catalyst class is: 348.